From a dataset of NCI-60 drug combinations with 297,098 pairs across 59 cell lines. Regression. Given two drug SMILES strings and cell line genomic features, predict the synergy score measuring deviation from expected non-interaction effect. (1) Drug 1: CC1=C(C=C(C=C1)NC(=O)C2=CC=C(C=C2)CN3CCN(CC3)C)NC4=NC=CC(=N4)C5=CN=CC=C5. Drug 2: CC1=C2C(C(=O)C3(C(CC4C(C3C(C(C2(C)C)(CC1OC(=O)C(C(C5=CC=CC=C5)NC(=O)C6=CC=CC=C6)O)O)OC(=O)C7=CC=CC=C7)(CO4)OC(=O)C)O)C)OC(=O)C. Cell line: SN12C. Synergy scores: CSS=38.5, Synergy_ZIP=4.69, Synergy_Bliss=8.94, Synergy_Loewe=-33.0, Synergy_HSA=4.10. (2) Drug 1: C1CCC(CC1)NC(=O)N(CCCl)N=O. Drug 2: C1=NC2=C(N1)C(=S)N=C(N2)N. Cell line: SK-MEL-5. Synergy scores: CSS=17.5, Synergy_ZIP=-3.04, Synergy_Bliss=-0.434, Synergy_Loewe=-9.70, Synergy_HSA=0.157. (3) Drug 1: CC1=C(C(=CC=C1)Cl)NC(=O)C2=CN=C(S2)NC3=CC(=NC(=N3)C)N4CCN(CC4)CCO. Drug 2: C#CCC(CC1=CN=C2C(=N1)C(=NC(=N2)N)N)C3=CC=C(C=C3)C(=O)NC(CCC(=O)O)C(=O)O. Cell line: NCI-H460. Synergy scores: CSS=59.7, Synergy_ZIP=3.61, Synergy_Bliss=1.09, Synergy_Loewe=-27.4, Synergy_HSA=0.721. (4) Synergy scores: CSS=15.4, Synergy_ZIP=1.59, Synergy_Bliss=0.707, Synergy_Loewe=-0.335, Synergy_HSA=0.282. Drug 2: C1=CC(=CC=C1CC(C(=O)O)N)N(CCCl)CCCl.Cl. Cell line: NCI-H460. Drug 1: CN1CCC(CC1)COC2=C(C=C3C(=C2)N=CN=C3NC4=C(C=C(C=C4)Br)F)OC. (5) Drug 1: CC1=CC2C(CCC3(C2CCC3(C(=O)C)OC(=O)C)C)C4(C1=CC(=O)CC4)C. Drug 2: COC1=C2C(=CC3=C1OC=C3)C=CC(=O)O2. Cell line: SNB-19. Synergy scores: CSS=-2.92, Synergy_ZIP=11.2, Synergy_Bliss=6.73, Synergy_Loewe=-1.44, Synergy_HSA=-1.62. (6) Drug 1: CN(C)N=NC1=C(NC=N1)C(=O)N. Drug 2: CC12CCC3C(C1CCC2O)C(CC4=C3C=CC(=C4)O)CCCCCCCCCS(=O)CCCC(C(F)(F)F)(F)F. Cell line: ACHN. Synergy scores: CSS=6.33, Synergy_ZIP=-6.00, Synergy_Bliss=-3.99, Synergy_Loewe=-2.81, Synergy_HSA=-2.51.